From a dataset of Catalyst prediction with 721,799 reactions and 888 catalyst types from USPTO. Predict which catalyst facilitates the given reaction. (1) Reactant: [CH2:1]([C:3]1[CH:10]=[CH:9][C:6]([C:7]#[N:8])=[C:5]([F:11])[CH:4]=1)[CH3:2].[H-].[H-].[H-].[H-].[Li+].[Al+3]. Product: [CH2:1]([C:3]1[CH:10]=[CH:9][C:6]([CH2:7][NH2:8])=[C:5]([F:11])[CH:4]=1)[CH3:2]. The catalyst class is: 28. (2) Reactant: [CH3:1][CH2:2][C@H:3]1[O:18][C:16](=[O:17])[C@H:15]([CH3:19])[C@@H:14]([O:20][C@@H:21]2[O:26][C@@H:25]([CH3:27])[C@H:24]([OH:28])[C@@:23]([O:30][CH3:31])([CH3:29])[CH2:22]2)[C@H:13]([CH3:32])[C@@H:12]([O:33][C@@H:34]2[O:39][C@H:38]([CH3:40])[CH2:37][C@H:36]([N:41]([CH3:43])[CH3:42])[C@H:35]2[OH:44])[C@@:11]([O:46][CH3:47])([CH3:45])[CH2:10][C@@H:9]([CH3:48])[C:7](=[O:8])[C@H:6]([CH3:49])[C@@H:5]([OH:50])[C@@:4]1([OH:52])[CH3:51].[C:53]([OH:56])(=[O:55])[CH3:54]. Product: [CH3:1][CH2:2][C@H:3]1[O:18][C:16](=[O:17])[C@H:15]([CH3:19])[C@@H:14]([O:20][C@@H:21]2[O:26][C@@H:25]([CH3:27])[C@H:24]([OH:28])[C@@:23]([O:30][CH3:31])([CH3:29])[CH2:22]2)[C@H:13]([CH3:32])[C@@H:12]([O:33][C@@H:34]2[O:39][C@H:38]([CH3:40])[CH2:37][C@H:36]([N:41]([CH3:42])[CH3:43])[C@H:35]2[OH:44])[C@@:11]([O:46][CH3:47])([CH3:45])[CH2:10][C@@H:9]([CH3:48])[C:7](=[O:8])[C@H:6]([CH3:49])[C@@H:5]([OH:50])[C@@:4]1([OH:52])[CH3:51].[C:53]([O-:56])(=[O:55])[CH3:54]. The catalyst class is: 13. (3) Reactant: [CH3:1]C(C)([O-])C.[K+].[Cl:7][C:8]1[CH:13]=[CH:12][C:11]([CH:14]=O)=[CH:10][N:9]=1.[Cl-].[NH4+]. Product: [Cl:7][C:8]1[CH:13]=[CH:12][C:11]([CH:14]=[CH2:1])=[CH:10][N:9]=1. The catalyst class is: 597. (4) Reactant: [CH3:1][C:2]1[CH:7]=[CH:6][C:5]([C:8]2[N:12]([C:13]3[CH:18]=[CH:17][C:16]([S:19]([NH2:22])(=[O:21])=[O:20])=[CH:15][CH:14]=3)[N:11]=[C:10]([C:23]([F:26])([F:25])[F:24])[CH:9]=2)=[CH:4][CH:3]=1.CN(C1C=CC=CN=1)C.C(N(CC)CC)C.[C:43](O[C:43]([O:45][C:46]([CH3:49])([CH3:48])[CH3:47])=[O:44])([O:45][C:46]([CH3:49])([CH3:48])[CH3:47])=[O:44]. Product: [C:46]([O:45][C:43](=[O:44])[NH:22][S:19]([C:16]1[CH:15]=[CH:14][C:13]([N:12]2[C:8]([C:5]3[CH:6]=[CH:7][C:2]([CH3:1])=[CH:3][CH:4]=3)=[CH:9][C:10]([C:23]([F:24])([F:26])[F:25])=[N:11]2)=[CH:18][CH:17]=1)(=[O:21])=[O:20])([CH3:49])([CH3:48])[CH3:47]. The catalyst class is: 4. (5) Reactant: C(N(CC)CC)C.Cl.[NH2:9][CH2:10][CH2:11][N:12]1[C:24]2[C:23]3[CH:22]=[CH:21][CH:20]=[CH:19][C:18]=3[N:17]=[C:16]([NH2:25])[C:15]=2[N:14]=[C:13]1[CH2:26][O:27][CH2:28][CH3:29].O[N:31]1[C:52](=[O:53])[NH:51][C@H:50]2[C@@H:32]1[CH2:33][S:34][C@H:35]2[CH2:36][CH2:37][CH2:38][CH:39](N1C(=O)CCC1=O)[C:40](=O)[OH:41]. Product: [NH2:25][C:16]1[C:15]2[N:14]=[C:13]([CH2:26][O:27][CH2:28][CH3:29])[N:12]([CH2:11][CH2:10][NH:9][C:40](=[O:41])[CH2:39][CH2:38][CH2:37][CH2:36][CH:35]3[CH:50]4[CH:32]([NH:31][C:52](=[O:53])[NH:51]4)[CH2:33][S:34]3)[C:24]=2[C:23]2[CH:22]=[CH:21][CH:20]=[CH:19][C:18]=2[N:17]=1. The catalyst class is: 22.